Task: Predict which catalyst facilitates the given reaction.. Dataset: Catalyst prediction with 721,799 reactions and 888 catalyst types from USPTO Reactant: [OH-].[Li+].[C:3]([NH:7][CH2:8][CH2:9][CH:10]1[CH2:14][N:13]([C:15]([O:17][C:18]([CH3:21])([CH3:20])[CH3:19])=[O:16])[C@H:12]([C:22]([O:24]C)=[O:23])[CH2:11]1)(=[O:6])[CH:4]=[CH2:5].C1COCC1.O. Product: [C:3]([NH:7][CH2:8][CH2:9][CH:10]1[CH2:14][N:13]([C:15]([O:17][C:18]([CH3:19])([CH3:21])[CH3:20])=[O:16])[C@H:12]([C:22]([OH:24])=[O:23])[CH2:11]1)(=[O:6])[CH:4]=[CH2:5]. The catalyst class is: 775.